The task is: Predict the reactants needed to synthesize the given product.. This data is from Full USPTO retrosynthesis dataset with 1.9M reactions from patents (1976-2016). (1) Given the product [C:37]([C:4]1[CH:3]=[C:2](/[C:40](/[CH3:39])=[CH:41]\[CH3:42])[C:10]2[O:9][C:8]([C:11]3[CH:36]=[CH:35][C:14]([C:15]([NH:17][CH2:18][CH:19]4[CH2:20][CH2:21][N:22]([C:25]5[CH:30]=[CH:29][C:28]([C:31]([F:32])([F:33])[F:34])=[CH:27][N:26]=5)[CH2:23][CH2:24]4)=[O:16])=[CH:13][CH:12]=3)=[N:7][C:6]=2[CH:5]=1)#[N:38], predict the reactants needed to synthesize it. The reactants are: Br[C:2]1[C:10]2[O:9][C:8]([C:11]3[CH:36]=[CH:35][C:14]([C:15]([NH:17][CH2:18][CH:19]4[CH2:24][CH2:23][N:22]([C:25]5[CH:30]=[CH:29][C:28]([C:31]([F:34])([F:33])[F:32])=[CH:27][N:26]=5)[CH2:21][CH2:20]4)=[O:16])=[CH:13][CH:12]=3)=[N:7][C:6]=2[CH:5]=[C:4]([C:37]#[N:38])[CH:3]=1.[CH3:39]/[C:40](/B(O)O)=[CH:41]/[CH3:42]. (2) Given the product [Br:22][CH2:1][C:2]1[CH:7]=[CH:6][CH:5]=[CH:4][C:3]=1/[CH:8]=[CH:9]/[C:10]([O:12][CH2:13][CH3:14])=[O:11], predict the reactants needed to synthesize it. The reactants are: [CH3:1][C:2]1[CH:7]=[CH:6][CH:5]=[CH:4][C:3]=1/[CH:8]=[CH:9]/[C:10]([O:12][CH2:13][CH3:14])=[O:11].C1C(=O)N([Br:22])C(=O)C1. (3) Given the product [N:9]1([C:2]2[CH:7]=[C:6]([NH2:8])[CH:5]=[CH:4][N:3]=2)[CH2:13][CH2:12][CH2:11][CH2:10]1, predict the reactants needed to synthesize it. The reactants are: Cl[C:2]1[CH:7]=[C:6]([NH2:8])[CH:5]=[CH:4][N:3]=1.[NH:9]1[CH2:13][CH2:12][CH2:11][CH2:10]1. (4) Given the product [C:65]1([C:71](=[N:72][C:2]2[CH:7]=[CH:6][N:5]=[C:4]([C:8]3([C:11]#[N:12])[CH2:10][CH2:9]3)[CH:3]=2)[C:73]2[CH:74]=[CH:75][CH:76]=[CH:77][CH:78]=2)[CH:70]=[CH:69][CH:68]=[CH:67][CH:66]=1, predict the reactants needed to synthesize it. The reactants are: Br[C:2]1[CH:7]=[CH:6][N:5]=[C:4]([C:8]2([C:11]#[N:12])[CH2:10][CH2:9]2)[CH:3]=1.C1C=CC(P(C2C(C3C(P(C4C=CC=CC=4)C4C=CC=CC=4)=CC=C4C=3C=CC=C4)=C3C(C=CC=C3)=CC=2)C2C=CC=CC=2)=CC=1.CC([O-])(C)C.[Na+].[C:65]1([C:71]([C:73]2[CH:78]=[CH:77][CH:76]=[CH:75][CH:74]=2)=[NH:72])[CH:70]=[CH:69][CH:68]=[CH:67][CH:66]=1. (5) Given the product [C:22]([N:26]1[C:4]([CH3:5])=[C:3]([C:2](=[O:7])[CH3:1])[CH:13]=[N:11]1)([CH3:25])([CH3:24])[CH3:23], predict the reactants needed to synthesize it. The reactants are: [CH3:1][C:2](=[O:7])[CH2:3][C:4](=O)[CH3:5].COC(OC)[N:11]([CH3:13])C.O1CCCC1.Cl.[C:22]([NH:26]N)([CH3:25])([CH3:24])[CH3:23]. (6) Given the product [Br:40][CH2:11][CH2:10][CH:9]([C:7]1[S:8][C:4]2[CH:3]=[C:2]([F:1])[CH:19]=[CH:18][C:5]=2[C:6]=1[CH3:17])[CH2:13][CH2:14][CH2:15][CH3:16], predict the reactants needed to synthesize it. The reactants are: [F:1][C:2]1[CH:19]=[CH:18][C:5]2[C:6]([CH3:17])=[C:7]([CH:9]([CH2:13][CH2:14][CH2:15][CH3:16])[CH2:10][CH2:11]O)[S:8][C:4]=2[CH:3]=1.C1(P(C2C=CC=CC=2)C2C=CC=CC=2)C=CC=CC=1.C(Br)(Br)(Br)[Br:40]. (7) Given the product [Br:1][C:2]1[CH:7]=[CH:6][N:5]2[CH:10]=[C:11]([C:13]3[CH:18]=[CH:17][C:16]([O:19][CH3:20])=[CH:15][CH:14]=3)[N:8]=[C:4]2[CH:3]=1, predict the reactants needed to synthesize it. The reactants are: [Br:1][C:2]1[CH:7]=[CH:6][N:5]=[C:4]([NH2:8])[CH:3]=1.Br[CH2:10][C:11]([C:13]1[CH:18]=[CH:17][C:16]([O:19][CH3:20])=[CH:15][CH:14]=1)=O. (8) Given the product [N:10]1([CH2:6][C:5]2[CH:8]=[CH:9][C:2]([Br:1])=[CH:3][CH:4]=2)[CH2:15][CH2:14][O:13][CH2:12][CH2:11]1, predict the reactants needed to synthesize it. The reactants are: [Br:1][C:2]1[CH:9]=[CH:8][C:5]([CH2:6]I)=[CH:4][CH:3]=1.[NH:10]1[CH2:15][CH2:14][O:13][CH2:12][CH2:11]1. (9) The reactants are: [C:1]1([CH:7]([C:13]([O:15][CH2:16][CH3:17])=[O:14])[C:8]([O:10][CH2:11][CH3:12])=[O:9])[CH:6]=[CH:5][CH:4]=[CH:3][CH:2]=1.[H-].[Na+].Cl[C:21]1[CH:26]=[CH:25][C:24]([N+:27]([O-:29])=[O:28])=[CH:23][N:22]=1.Cl. Given the product [C:1]1([C:7]([C:21]2[CH:26]=[CH:25][C:24]([N+:27]([O-:29])=[O:28])=[CH:23][N:22]=2)([C:8]([O:10][CH2:11][CH3:12])=[O:9])[C:13]([O:15][CH2:16][CH3:17])=[O:14])[CH:2]=[CH:3][CH:4]=[CH:5][CH:6]=1, predict the reactants needed to synthesize it.